Dataset: Peptide-MHC class I binding affinity with 185,985 pairs from IEDB/IMGT. Task: Regression. Given a peptide amino acid sequence and an MHC pseudo amino acid sequence, predict their binding affinity value. This is MHC class I binding data. (1) The peptide sequence is GLLDWGMQQ. The MHC is HLA-A02:01 with pseudo-sequence HLA-A02:01. The binding affinity (normalized) is 0.558. (2) The MHC is HLA-A68:02 with pseudo-sequence HLA-A68:02. The peptide sequence is TYSPALNKM. The binding affinity (normalized) is 0.254. (3) The peptide sequence is YRHDGGNVL. The MHC is HLA-A03:01 with pseudo-sequence HLA-A03:01. The binding affinity (normalized) is 0. (4) The MHC is HLA-B08:01 with pseudo-sequence HLA-B08:01. The binding affinity (normalized) is 0. The peptide sequence is AQIDNYNKF. (5) The peptide sequence is NLGDKQDTF. The binding affinity (normalized) is 0.0847. The MHC is HLA-A02:01 with pseudo-sequence HLA-A02:01. (6) The peptide sequence is NQECWDSVF. The MHC is HLA-B27:05 with pseudo-sequence HLA-B27:05. The binding affinity (normalized) is 0.0847. (7) The peptide sequence is ISNQIWLFR. The MHC is HLA-A03:01 with pseudo-sequence HLA-A03:01. The binding affinity (normalized) is 0.247. (8) The peptide sequence is VFMDNAFKK. The MHC is HLA-B07:02 with pseudo-sequence HLA-B07:02. The binding affinity (normalized) is 0.0847. (9) The peptide sequence is ITLWQRPLV. The MHC is HLA-A29:02 with pseudo-sequence HLA-A29:02. The binding affinity (normalized) is 0. (10) The peptide sequence is YLEKANKI. The MHC is HLA-A02:03 with pseudo-sequence HLA-A02:03. The binding affinity (normalized) is 0.0247.